The task is: Predict the product of the given reaction.. This data is from Forward reaction prediction with 1.9M reactions from USPTO patents (1976-2016). (1) Given the reactants [Cl:1][C:2]1[N:7]=[CH:6][C:5]([OH:8])=[C:4]([I:9])[CH:3]=1.C(=O)([O-])[O-].[K+].[K+].[CH2:16](I)[CH3:17], predict the reaction product. The product is: [Cl:1][C:2]1[CH:3]=[C:4]([I:9])[C:5]([O:8][CH2:16][CH3:17])=[CH:6][N:7]=1. (2) Given the reactants [CH2:1]([C:4]1([CH2:29][CH:30]=[CH2:31])[C:27](=[O:28])[N:7]2[CH2:8][CH2:9][N:10](C(OC(C)(C)C)=O)[C@@H:11]([C:12]3[CH:17]=[CH:16][C:15]([CH3:18])=[CH:14][C:13]=3[CH3:19])[C@@H:6]2[CH2:5]1)[CH:2]=[CH2:3].C(O)(C(F)(F)F)=O.[OH-].[Na+], predict the reaction product. The product is: [CH2:29]([C:4]1([CH2:1][CH:2]=[CH2:3])[C:27](=[O:28])[N:7]2[CH2:8][CH2:9][NH:10][C@@H:11]([C:12]3[CH:17]=[CH:16][C:15]([CH3:18])=[CH:14][C:13]=3[CH3:19])[C@@H:6]2[CH2:5]1)[CH:30]=[CH2:31]. (3) Given the reactants [CH2:1]([N:3]([CH:24]1[CH2:29][CH2:28][O:27][CH2:26][CH2:25]1)[C:4]1[C:5]([CH3:23])=[C:6]([CH:11]=[C:12](B2OC(C)(C)C(C)(C)O2)[CH:13]=1)[C:7]([O:9][CH3:10])=[O:8])[CH3:2].Br[C:31]1[CH:32]=[CH:33][C:34]([O:37][CH:38]2[CH2:41][N:40]([CH3:42])[CH2:39]2)=[N:35][CH:36]=1.C(=O)([O-])[O-].[Na+].[Na+].C(OCC)(=O)C, predict the reaction product. The product is: [CH2:1]([N:3]([CH:24]1[CH2:25][CH2:26][O:27][CH2:28][CH2:29]1)[C:4]1[C:5]([CH3:23])=[C:6]([CH:11]=[C:12]([C:31]2[CH:36]=[N:35][C:34]([O:37][CH:38]3[CH2:41][N:40]([CH3:42])[CH2:39]3)=[CH:33][CH:32]=2)[CH:13]=1)[C:7]([O:9][CH3:10])=[O:8])[CH3:2].